From a dataset of Reaction yield outcomes from USPTO patents with 853,638 reactions. Predict the reaction yield, written as a fraction of the theoretical maximum amount of product (1.0 means a 100% yield; for example, 0.34 means a 34% yield). (1) The reactants are Br[C:2]1[CH:3]=[CH:4][C:5]2[O:9][CH:8]=[CH:7][C:6]=2[CH:10]=1.[Br-].[CH2:12]([Zn+])[CH:13]([CH3:15])[CH3:14]. The catalyst is C1COCC1.C(OCC)(=O)C.CC(C)([P](C(C)(C)C)([Pd][P](C(C)(C)C)(C(C)(C)C)C(C)(C)C)C(C)(C)C)C. The product is [CH2:12]([C:2]1[CH:3]=[CH:4][C:5]2[O:9][CH:8]=[CH:7][C:6]=2[CH:10]=1)[CH:13]([CH3:15])[CH3:14]. The yield is 0.740. (2) The reactants are Br[CH2:2][B-:3]([F:6])([F:5])[F:4].[K+:7].[C:8]([N:15]1[CH2:20][CH2:19][NH:18][C@H:17]([CH3:21])[CH2:16]1)([O:10][C:11]([CH3:14])([CH3:13])[CH3:12])=[O:9].C([O-])([O-])=O.[K+].[K+]. The catalyst is C1COCC1. The product is [C:11]([O:10][C:8]([N:15]1[CH2:20][CH2:19][N:18]([CH2:2][B-:3]([F:6])([F:5])[F:4])[C@H:17]([CH3:21])[CH2:16]1)=[O:9])([CH3:14])([CH3:12])[CH3:13].[K+:7]. The yield is 0.940. (3) The reactants are [CH3:1][O:2][C:3]1[CH:4]=[C:5]2[C:10](=[C:11]([NH2:13])[CH:12]=1)[N:9]=[CH:8][CH:7]=[CH:6]2.[N+:14]([C:17]1[CH:22]=[C:21]([CH3:23])[CH:20]=[CH:19][C:18]=1[S:24](Cl)(=[O:26])=[O:25])([O-:16])=[O:15]. No catalyst specified. The product is [CH3:1][O:2][C:3]1[CH:4]=[C:5]2[C:10](=[C:11]([NH:13][S:24]([C:18]3[CH:19]=[CH:20][C:21]([CH3:23])=[CH:22][C:17]=3[N+:14]([O-:16])=[O:15])(=[O:25])=[O:26])[CH:12]=1)[N:9]=[CH:8][CH:7]=[CH:6]2. The yield is 0.580. (4) The reactants are [CH3:1][C:2]1[CH:8]=[CH:7][CH:6]=[C:5]([CH3:9])[C:3]=1[NH2:4].Cl[C:11]([O:13][CH2:14][CH2:15][CH3:16])=[O:12]. The catalyst is C(#N)C. The product is [CH2:14]([O:13][C:11](=[O:12])[NH:4][C:3]1[C:5]([CH3:9])=[CH:6][CH:7]=[CH:8][C:2]=1[CH3:1])[CH2:15][CH3:16]. The yield is 0.950. (5) The reactants are [C:1]([O:5][C:6]([N:8]1[CH2:12][C@@H:11]([O:13][C:14]2[CH:19]=[CH:18][CH:17]=[CH:16][CH:15]=2)[CH2:10][C@H:9]1[CH2:20][OH:21])=[O:7])([CH3:4])([CH3:3])[CH3:2].CCN(CC)CC.CS(C)=O. The catalyst is C(Cl)Cl. The product is [C:1]([O:5][C:6]([N:8]1[CH2:12][C@@H:11]([O:13][C:14]2[CH:15]=[CH:16][CH:17]=[CH:18][CH:19]=2)[CH2:10][C@H:9]1[CH:20]=[O:21])=[O:7])([CH3:4])([CH3:3])[CH3:2]. The yield is 0.930. (6) The reactants are [F:1][C:2]1[CH:7]=[C:6]([CH3:8])[CH:5]=[CH:4][C:3]=1[NH2:9].C1(P(C2C=CC=CC=2)C2(P(C3C=CC=CC=3)C3C=CC=CC=3)CC=C3C(C=CC=C3)=C2C2C3C(=CC=CC=3)C=CC=2)C=CC=CC=1.C(=O)([O-])[O-].[Cs+].[Cs+].[CH2:62]([O:64][C:65]([C:67]1[C:72](Cl)=[C:71]([CH3:74])[C:70](=[O:75])[N:69]([CH3:76])[C:68]=1[CH3:77])=[O:66])[CH3:63]. The catalyst is C1(C)C=CC=CC=1.CCOC(C)=O.C([O-])(=O)C.[Pd+2].C([O-])(=O)C. The product is [CH2:62]([O:64][C:65]([C:67]1[C:72]([NH:9][C:3]2[CH:4]=[CH:5][C:6]([CH3:8])=[CH:7][C:2]=2[F:1])=[C:71]([CH3:74])[C:70](=[O:75])[N:69]([CH3:76])[C:68]=1[CH3:77])=[O:66])[CH3:63]. The yield is 0.710. (7) The reactants are Cl[C:2]1[CH:7]=[CH:6][C:5]([C:8]2[CH:13]=[CH:12][CH:11]=[CH:10][CH:9]=2)=[CH:4][CH:3]=1.C(=O)([O-])[O-].[Cs+].[Cs+].[C:20]([O:24][C:25]([N:27]1[CH2:32][B-](F)(F)[N:27]([C:25]([O:24][C:20]([CH3:23])([CH3:22])[CH3:21])=[O:26])[CH2:32][B-]1(F)F)=[O:26])([CH3:23])([CH3:22])[CH3:21].[Na+].[Na+].C1(P(C2CCCCC2)C2C=CC=CC=2C2C(OC)=CC=CC=2OC)CCCCC1. The catalyst is C([O-])(=O)C.[Pd+2].C([O-])(=O)C.C(OCC)(=O)C.O.O1CCOCC1. The product is [C:20]([O:24][C:25](=[O:26])[NH:27][CH2:32][C:2]1[CH:7]=[CH:6][C:5]([C:8]2[CH:13]=[CH:12][CH:11]=[CH:10][CH:9]=2)=[CH:4][CH:3]=1)([CH3:23])([CH3:22])[CH3:21]. The yield is 0.670.